From a dataset of Retrosynthesis with 50K atom-mapped reactions and 10 reaction types from USPTO. Predict the reactants needed to synthesize the given product. (1) Given the product N#Cc1ncc2cc(COc3ccc(F)cc3F)n(CCc3ccc(Cl)cc3)c2n1, predict the reactants needed to synthesize it. The reactants are: N#Cc1ncc2cc(CBr)n(CCc3ccc(Cl)cc3)c2n1.Oc1ccc(F)cc1F. (2) Given the product COc1ccc(Nc2ncccc2[N+](=O)[O-])cc1OC1CCCC1, predict the reactants needed to synthesize it. The reactants are: COc1ccc(N)cc1OC1CCCC1.O=[N+]([O-])c1cccnc1Cl. (3) The reactants are: Nc1ccc2ccccc2n1.O=C([O-])c1ccc(COc2ccc3c(c2)CCC(CCN2CCCCC2)C3)cc1. Given the product O=C(Nc1ccc2ccccc2n1)c1ccc(COc2ccc3c(c2)CCC(CCN2CCCCC2)C3)cc1, predict the reactants needed to synthesize it. (4) The reactants are: CCOC(=O)CN1C(=O)C(N)CCc2ccccc21.CC[C@H](C)[C@H](SC(C)=O)C(=O)O. Given the product CCOC(=O)CN1C(=O)C(NC(=O)[C@@H](SC(C)=O)[C@@H](C)CC)CCc2ccccc21, predict the reactants needed to synthesize it. (5) Given the product CCOC(=O)c1nc(Br)n(C(C)C)c1C(Nc1cncc(Cl)c1)c1ccc(Cl)cc1, predict the reactants needed to synthesize it. The reactants are: CCOC(=O)c1nc(Br)n(C(C)C)c1C(O)c1ccc(Cl)cc1.Nc1cncc(Cl)c1.